Predict the product of the given reaction. From a dataset of Forward reaction prediction with 1.9M reactions from USPTO patents (1976-2016). Given the reactants [OH-].[Li+].[CH3:3][C:4]1[CH:5]=[C:6]([CH:11]=[CH:12][C:13]=1[N:14]1[CH2:19][CH2:18][CH2:17][CH2:16][CH2:15]1)[C:7]([O:9]C)=[O:8], predict the reaction product. The product is: [CH3:3][C:4]1[CH:5]=[C:6]([CH:11]=[CH:12][C:13]=1[N:14]1[CH2:19][CH2:18][CH2:17][CH2:16][CH2:15]1)[C:7]([OH:9])=[O:8].